Dataset: M1 muscarinic receptor agonist screen with 61,833 compounds. Task: Binary Classification. Given a drug SMILES string, predict its activity (active/inactive) in a high-throughput screening assay against a specified biological target. (1) The result is 0 (inactive). The drug is S(=O)(=O)(Nc1scc(n1)CC(OCC)=O)Cc1ccccc1. (2) The molecule is Fc1ccc(C2=NOC(C2)C(=O)NCc2cccnc2)cc1. The result is 0 (inactive). (3) The compound is S(c1nc(nc2[nH]ccc(=O)c12)c1ccccc1)C. The result is 0 (inactive).